This data is from Catalyst prediction with 721,799 reactions and 888 catalyst types from USPTO. The task is: Predict which catalyst facilitates the given reaction. Reactant: F[P-](F)(F)(F)(F)F.N1(OC(N(C)C)=[N+](C)C)C2N=CC=CC=2N=N1.[C:25]([O:29][C:30]([NH:32][C:33]1([C:48]([OH:50])=O)[CH2:38][CH2:37][N:36]([C:39]2[C:40]3[CH:47]=[CH:46][NH:45][C:41]=3[N:42]=[CH:43][N:44]=2)[CH2:35][CH2:34]1)=[O:31])([CH3:28])([CH3:27])[CH3:26].C(N(C(C)C)C(C)C)C.[NH2:60][CH:61]([C:64]1[CH:69]=[CH:68][C:67]([Cl:70])=[CH:66][CH:65]=1)[CH2:62][OH:63]. Product: [Cl:70][C:67]1[CH:66]=[CH:65][C:64]([CH:61]([NH:60][C:48]([C:33]2([NH:32][C:30](=[O:31])[O:29][C:25]([CH3:26])([CH3:27])[CH3:28])[CH2:38][CH2:37][N:36]([C:39]3[C:40]4[CH:47]=[CH:46][NH:45][C:41]=4[N:42]=[CH:43][N:44]=3)[CH2:35][CH2:34]2)=[O:50])[CH2:62][OH:63])=[CH:69][CH:68]=1. The catalyst class is: 37.